Dataset: Aqueous solubility values for 9,982 compounds from the AqSolDB database. Task: Regression/Classification. Given a drug SMILES string, predict its absorption, distribution, metabolism, or excretion properties. Task type varies by dataset: regression for continuous measurements (e.g., permeability, clearance, half-life) or binary classification for categorical outcomes (e.g., BBB penetration, CYP inhibition). For this dataset (solubility_aqsoldb), we predict Y. (1) The Y is -1.43 log mol/L. The drug is CN=C(NC#N)NCCSCc1nc[nH]c1C. (2) The compound is CCCCCCCCCCCC(=O)OCCCCCC. The Y is -6.76 log mol/L.